From a dataset of Catalyst prediction with 721,799 reactions and 888 catalyst types from USPTO. Predict which catalyst facilitates the given reaction. (1) Reactant: [O-:1]Cl=O.[Na+].[CH2:5]([O:12][C:13]1[C:14](=[O:33])[CH:15]=[C:16]([CH:31]=[O:32])[N:17]([C:19]2[CH:20]=[C:21]([C:25]3[CH:30]=[CH:29][CH:28]=[CH:27][CH:26]=3)[CH:22]=[CH:23][CH:24]=2)[CH:18]=1)[C:6]1[CH:11]=[CH:10][CH:9]=[CH:8][CH:7]=1. Product: [CH2:5]([O:12][C:13]1[C:14](=[O:33])[CH:15]=[C:16]([C:31]([OH:1])=[O:32])[N:17]([C:19]2[CH:20]=[C:21]([C:25]3[CH:26]=[CH:27][CH:28]=[CH:29][CH:30]=3)[CH:22]=[CH:23][CH:24]=2)[CH:18]=1)[C:6]1[CH:11]=[CH:10][CH:9]=[CH:8][CH:7]=1. The catalyst class is: 95. (2) Reactant: C([N:8]1[C:13](=[O:14])[C:12]([C:15]2[CH:20]=[CH:19][N:18]=[CH:17][CH:16]=2)=[C:11]([C:21]2[CH:26]=[CH:25][C:24]([Cl:27])=[CH:23][CH:22]=2)[CH:10]=[N:9]1)C1C=CC=CC=1.[Al+3].[Cl-].[Cl-].[Cl-]. Product: [Cl:27][C:24]1[CH:23]=[CH:22][C:21]([C:11]2[CH:10]=[N:9][NH:8][C:13](=[O:14])[C:12]=2[C:15]2[CH:16]=[CH:17][N:18]=[CH:19][CH:20]=2)=[CH:26][CH:25]=1. The catalyst class is: 11. (3) Reactant: [Si:1]([O:8][CH2:9][C@H:10]1[C@H:18]2[N:13]([C:14]3[CH:22]=[CH:21][C:20]([NH:23][C:24](=[O:26])[CH3:25])=[CH:19][C:15]=3[O:16][CH2:17]2)[C:12](=[O:27])[O:11]1)([C:4]([CH3:7])([CH3:6])[CH3:5])([CH3:3])[CH3:2].[H-].[Na+].IC.[CH3:32]C(=O)OCC. Product: [Si:1]([O:8][CH2:9][C@H:10]1[C@H:18]2[N:13]([C:14]3[CH:22]=[CH:21][C:20]([N:23]([CH3:32])[C:24](=[O:26])[CH3:25])=[CH:19][C:15]=3[O:16][CH2:17]2)[C:12](=[O:27])[O:11]1)([C:4]([CH3:7])([CH3:5])[CH3:6])([CH3:2])[CH3:3]. The catalyst class is: 1. (4) Reactant: [NH2:1][C:2]1[CH:18]=[CH:17][C:5]([O:6][C:7]2[CH:8]=[C:9]([CH:14]=[CH:15][CH:16]=2)[C:10]([NH:12][CH3:13])=[O:11])=[CH:4][C:3]=1[N+:19]([O-])=O. Product: [NH2:19][C:3]1[CH:4]=[C:5]([CH:17]=[CH:18][C:2]=1[NH2:1])[O:6][C:7]1[CH:8]=[C:9]([CH:14]=[CH:15][CH:16]=1)[C:10]([NH:12][CH3:13])=[O:11]. The catalyst class is: 19.